Task: Predict the reaction yield, written as a fraction of the theoretical maximum amount of product (1.0 means a 100% yield; for example, 0.34 means a 34% yield).. Dataset: Reaction yield outcomes from USPTO patents with 853,638 reactions (1) The reactants are [CH3:1][O:2][C:3](=[O:33])[C:4]1[CH:9]=[CH:8][C:7]([CH2:10][NH:11][C:12]2[N:17]=[C:16]([C:18]3[CH:23]=[CH:22][C:21]([O:24]CC4C=CC=CC=4)=[C:20]([F:32])[CH:19]=3)[CH:15]=[CH:14][N:13]=2)=[CH:6][CH:5]=1. The catalyst is CCOC(C)=O.[Pd]. The product is [F:32][C:20]1[CH:19]=[C:18]([C:16]2[CH:15]=[CH:14][N:13]=[C:12]([NH:11][CH2:10][C:7]3[CH:8]=[CH:9][C:4]([C:3]([O:2][CH3:1])=[O:33])=[CH:5][CH:6]=3)[N:17]=2)[CH:23]=[CH:22][C:21]=1[OH:24]. The yield is 0.590. (2) The reactants are [Cl:1][C:2]1[CH:7]=[CH:6][N:5]=[C:4]([C:8]([OH:10])=O)[CH:3]=1.ON1C2C=CC=CC=2N=N1.Cl.CN(C)CCCN=C=NCC.[CH2:33]([NH:36][CH2:37][CH2:38][CH3:39])[CH2:34][CH3:35].C(N(CC)CC)C. The catalyst is ClCCl. The product is [CH2:33]([N:36]([CH2:37][CH2:38][CH3:39])[C:8]([C:4]1[CH:3]=[C:2]([Cl:1])[CH:7]=[CH:6][N:5]=1)=[O:10])[CH2:34][CH3:35]. The yield is 0.670.